Task: Predict which catalyst facilitates the given reaction.. Dataset: Catalyst prediction with 721,799 reactions and 888 catalyst types from USPTO (1) Reactant: [Br:1][C:2]1[CH:7]=[CH:6][C:5]([C:8](=O)[CH2:9]Br)=[CH:4][N:3]=1.[CH:12]1([CH2:15][NH:16][C:17]([NH2:19])=[S:18])[CH2:14][CH2:13]1.C(=O)(O)[O-].[Na+]. Product: [Br:1][C:2]1[N:3]=[CH:4][C:5]([C:8]2[N:19]=[C:17]([NH:16][CH2:15][CH:12]3[CH2:14][CH2:13]3)[S:18][CH:9]=2)=[CH:6][CH:7]=1. The catalyst class is: 8. (2) Product: [CH3:17][O:16][C:13]1[CH:14]=[CH:15][C:10]([N:8]([CH3:9])[C:4]2[CH:5]=[CH:6][CH:7]=[C:2]([N:22]3[CH2:23][CH2:24][N:19]([CH3:18])[CH2:20][CH2:21]3)[CH:3]=2)=[CH:11][CH:12]=1. Reactant: Cl[C:2]1[CH:3]=[C:4]([N:8]([C:10]2[CH:15]=[CH:14][C:13]([O:16][CH3:17])=[CH:12][CH:11]=2)[CH3:9])[CH:5]=[CH:6][CH:7]=1.[CH3:18][N:19]1[CH2:24][CH2:23][NH:22][CH2:21][CH2:20]1.C1(C2C=CC=CC=2)C=CC=CC=1P(C1CCCCC1)C1CCCCC1.CC([O-])(C)C.[K+]. The catalyst class is: 101. (3) Reactant: C1(P(C2CCCCC2)C2C=CC=CC=2C2C=CC=CC=2)CCCCC1.[C:26]1(B(O)O)[CH:31]=[CH:30][CH:29]=[CH:28][CH:27]=1.[O-]P([O-])([O-])=O.[K+].[K+].[K+].[C:43]([O:46][C@H:47]1[CH2:51][C@H:50]([N:52]2[CH:60]=[N:59][C:58]3[C:53]2=[N:54][CH:55]=[N:56][C:57]=3Br)[O:49][C@@H:48]1[CH2:62][O:63][Si:64]([C:67]([CH3:70])([CH3:69])[CH3:68])([CH3:66])[CH3:65])(=[O:45])[CH3:44]. Product: [C:43]([O:46][C@H:47]1[CH2:51][C@H:50]([N:52]2[CH:60]=[N:59][C:58]3[C:53]2=[N:54][CH:55]=[N:56][C:57]=3[C:26]2[CH:31]=[CH:30][CH:29]=[CH:28][CH:27]=2)[O:49][C@@H:48]1[CH2:62][O:63][Si:64]([C:67]([CH3:70])([CH3:69])[CH3:68])([CH3:66])[CH3:65])(=[O:45])[CH3:44]. The catalyst class is: 231. (4) Reactant: [CH3:1][C:2]1[CH:3]=[C:4]([S:12]([CH2:15][CH2:16][CH2:17][OH:18])(=[O:14])=[O:13])[CH:5]=[C:6]([CH3:11])[C:7]=1[N+:8]([O-:10])=[O:9].[C:19](=O)([O-])[O-].[Cs+].[Cs+].IC.O. Product: [CH3:19][O:18][CH2:17][CH2:16][CH2:15][S:12]([C:4]1[CH:5]=[C:6]([CH3:11])[C:7]([N+:8]([O-:10])=[O:9])=[C:2]([CH3:1])[CH:3]=1)(=[O:14])=[O:13]. The catalyst class is: 10. (5) Reactant: [F:1][C:2]1[CH:3]=[C:4]([CH:20]=[CH:21][CH:22]=1)[CH2:5][O:6][C:7]1[CH:19]=[CH:18][C:10]([CH2:11][NH:12][C@@H:13]([CH3:17])[C:14]([NH2:16])=[O:15])=[CH:9][CH:8]=1.[CH3:23][S:24]([OH:27])(=[O:26])=[O:25]. Product: [CH3:23][S:24]([OH:27])(=[O:26])=[O:25].[F:1][C:2]1[CH:3]=[C:4]([CH:20]=[CH:21][CH:22]=1)[CH2:5][O:6][C:7]1[CH:8]=[CH:9][C:10]([CH2:11][NH:12][C@@H:13]([CH3:17])[C:14]([NH2:16])=[O:15])=[CH:18][CH:19]=1. The catalyst class is: 13. (6) Reactant: [O:1]=[C:2]1[C:11]2[C:6](=[CH:7][CH:8]=[C:9]([C:12]([O:14][CH3:15])=[O:13])[CH:10]=2)[CH:5]=[CH:4][N:3]1[CH2:16][CH:17]=O.[N:19]1([C:24]2[CH:25]=[C:26]([CH:28]=[CH:29][CH:30]=2)[NH2:27])[CH:23]=[CH:22][CH:21]=[N:20]1.C(O)(=O)C.C([BH3-])#N.[Na+]. Product: [O:1]=[C:2]1[C:11]2[C:6](=[CH:7][CH:8]=[C:9]([C:12]([O:14][CH3:15])=[O:13])[CH:10]=2)[CH:5]=[CH:4][N:3]1[CH2:16][CH2:17][NH:27][C:26]1[CH:28]=[CH:29][CH:30]=[C:24]([N:19]2[CH:23]=[CH:22][CH:21]=[N:20]2)[CH:25]=1. The catalyst class is: 24. (7) Product: [CH3:21][C:20]1[O:19][C:18]([C:22]2[CH:23]=[CH:24][CH:25]=[CH:26][CH:27]=2)=[N:17][C:16]=1[CH2:15][CH:2]([C:3]([O:5][CH2:6][CH3:7])=[O:4])[C:1]([O:9][CH2:10][CH3:11])=[O:8]. Reactant: [C:1]([O:9][CH2:10][CH3:11])(=[O:8])[CH2:2][C:3]([O:5][CH2:6][CH3:7])=[O:4].[H-].[Na+].Cl[CH2:15][C:16]1[N:17]=[C:18]([C:22]2[CH:27]=[CH:26][CH:25]=[CH:24][CH:23]=2)[O:19][C:20]=1[CH3:21]. The catalyst class is: 1. (8) Reactant: [Cl:1][C:2]1[CH:9]=[CH:8][C:5]([CH:6]=O)=[CH:4][C:3]=1[F:10].[C:11]([CH2:13][C:14]([O:16][CH2:17][CH3:18])=[O:15])#[N:12].N1CCCCC1. Product: [Cl:1][C:2]1[CH:9]=[CH:8][C:5]([CH:6]=[C:13]([C:11]#[N:12])[C:14]([O:16][CH2:17][CH3:18])=[O:15])=[CH:4][C:3]=1[F:10]. The catalyst class is: 11. (9) Reactant: [NH:1]1[CH:5]=[CH:4][C:3]([NH:6][C:7](=[O:14])[C:8]2[CH:13]=[CH:12][CH:11]=[CH:10][CH:9]=2)=[N:2]1.[CH3:15][C:16]1([CH3:33])[O:20][CH:19]([CH2:21]OS(C2C=CC(Cl)=CC=2)(=O)=O)[CH2:18][O:17]1.CC(C)([O-])C.[Na+].O. Product: [CH3:15][C:16]1([CH3:33])[O:20][C@H:19]([CH2:21][N:1]2[CH:5]=[CH:4][C:3]([NH:6][C:7](=[O:14])[C:8]3[CH:13]=[CH:12][CH:11]=[CH:10][CH:9]=3)=[N:2]2)[CH2:18][O:17]1. The catalyst class is: 12. (10) Product: [C:28]([C:22]1[CH:21]=[C:20]2[C:25]([CH:26]=[CH:27][C:18](=[O:17])[N:19]2[CH2:30][CH2:31][N:5]2[CH2:6][CH2:7][C@H:8]([NH:9][C:10](=[O:16])[O:11][C:12]([CH3:13])([CH3:15])[CH3:14])[C@@H:3]([O:2][CH3:1])[CH2:4]2)=[CH:24][CH:23]=1)#[N:29]. The catalyst class is: 254. Reactant: [CH3:1][O:2][C@H:3]1[C@H:8]([NH:9][C:10](=[O:16])[O:11][C:12]([CH3:15])([CH3:14])[CH3:13])[CH2:7][CH2:6][NH:5][CH2:4]1.[O:17]=[C:18]1[CH:27]=[CH:26][C:25]2[C:20](=[CH:21][C:22]([C:28]#[N:29])=[CH:23][CH:24]=2)[N:19]1[CH2:30][CH:31]=O.C(O[BH-](OC(=O)C)OC(=O)C)(=O)C.[Na+].